From a dataset of Reaction yield outcomes from USPTO patents with 853,638 reactions. Predict the reaction yield, written as a fraction of the theoretical maximum amount of product (1.0 means a 100% yield; for example, 0.34 means a 34% yield). The reactants are C(Cl)(=O)C.[NH:5]1[CH2:10][CH2:9][CH:8]=[C:7]([C:11]2[C:19]3[C:14](=[N:15][CH:16]=[CH:17][CH:18]=3)[NH:13][CH:12]=2)[CH2:6]1. The catalyst is [OH-].[OH-].[Pd+2].CO. The product is [NH:5]1[CH2:10][CH2:9][CH2:8][CH:7]([C:11]2[C:19]3[C:14](=[N:15][CH:16]=[CH:17][CH:18]=3)[NH:13][CH:12]=2)[CH2:6]1. The yield is 0.550.